From a dataset of Forward reaction prediction with 1.9M reactions from USPTO patents (1976-2016). Predict the product of the given reaction. (1) Given the reactants C(OC(=O)[NH:7][C@@H:8]([CH2:25][C@H:26]([CH2:30][C:31]1[CH:36]=[CH:35][C:34]([O:37][CH3:38])=[C:33]([O:39][CH2:40][CH2:41][CH2:42][O:43][CH3:44])[CH:32]=1)[CH:27]([CH3:29])[CH3:28])[C@@H:9]([OH:24])[CH2:10][C@H:11]([C:15](=[O:23])[NH:16][CH2:17][C:18]1([CH3:22])[CH2:21][O:20][CH2:19]1)[CH:12]([CH3:14])[CH3:13])(C)(C)C.O.C(=O)(O)[O-].[Na+], predict the reaction product. The product is: [CH3:22][C:18]1([CH2:17][NH:16][C:15](=[O:23])[C@H:11]([CH:12]([CH3:14])[CH3:13])[CH2:10][C@H:9]([OH:24])[C@@H:8]([NH2:7])[CH2:25][C@H:26]([CH2:30][C:31]2[CH:36]=[CH:35][C:34]([O:37][CH3:38])=[C:33]([O:39][CH2:40][CH2:41][CH2:42][O:43][CH3:44])[CH:32]=2)[CH:27]([CH3:29])[CH3:28])[CH2:19][O:20][CH2:21]1. (2) Given the reactants [ClH:1].C(OC([N:9]1[CH2:14][CH:13]=[C:12]([C:15]2[CH:20]=[CH:19][CH:18]=[CH:17][C:16]=2[F:21])[CH2:11][CH2:10]1)=O)(C)(C)C, predict the reaction product. The product is: [ClH:1].[F:21][C:16]1[CH:17]=[CH:18][CH:19]=[CH:20][C:15]=1[C:12]1[CH2:13][CH2:14][NH:9][CH2:10][CH:11]=1. (3) Given the reactants Br[C:2]1[CH:32]=[C:31]([F:33])[CH:30]=[CH:29][C:3]=1[CH2:4][N:5]1[C:9]([CH3:11])([CH3:10])[C:8](=[O:12])[N:7]([C:13]2[CH:18]=[C:17]([C:19]3[CH:24]=[CH:23][C:22]([F:25])=[CH:21][CH:20]=3)[C:16]([C:26]#[N:27])=[CH:15][CH:14]=2)[C:6]1=[O:28].[NH2:34]C1C=CC=CC=1CN1C(C)(C)C(=O)N(C2C=CC(C#N)=C(C(F)(F)F)C=2)C1=O.C(=N)(C1C=CC=CC=1)C1C=CC=CC=1, predict the reaction product. The product is: [NH2:34][C:2]1[CH:32]=[C:31]([F:33])[CH:30]=[CH:29][C:3]=1[CH2:4][N:5]1[C:9]([CH3:11])([CH3:10])[C:8](=[O:12])[N:7]([C:13]2[CH:18]=[C:17]([C:19]3[CH:24]=[CH:23][C:22]([F:25])=[CH:21][CH:20]=3)[C:16]([C:26]#[N:27])=[CH:15][CH:14]=2)[C:6]1=[O:28]. (4) The product is: [C:13]1([NH:19][NH:20][C:2]2[N:7]([CH2:8][CH2:9][CH3:10])[C:6](=[O:11])[NH:5][C:4](=[O:12])[CH:3]=2)[CH:18]=[CH:17][CH:16]=[CH:15][CH:14]=1. Given the reactants Cl[C:2]1[N:7]([CH2:8][CH2:9][CH3:10])[C:6](=[O:11])[NH:5][C:4](=[O:12])[CH:3]=1.[C:13]1([NH:19][NH2:20])[CH:18]=[CH:17][CH:16]=[CH:15][CH:14]=1, predict the reaction product. (5) Given the reactants [Na][Na].[CH3:3][O:4][C:5]1[CH:10]=[C:9]([OH:11])[C:8]([C:12]([C:14]2[C:19]([OH:20])=[CH:18][C:17](OC)=[C:16](S(O)(=O)=O)[CH:15]=2)=[O:13])=[CH:7][C:6]=1S(O)(=O)=O, predict the reaction product. The product is: [OH:11][C:9]1[CH:10]=[C:5]([O:4][CH3:3])[CH:6]=[CH:7][C:8]=1[C:12]([C:14]1[CH:15]=[CH:16][CH:17]=[CH:18][C:19]=1[OH:20])=[O:13]. (6) The product is: [Br:25][C:26]1[CH:34]=[C:33]([F:35])[C:32]([F:36])=[CH:31][C:27]=1[C:28]([NH:60][C:57]1[CH:56]=[CH:55][C:54]([C:48]2[CH:49]=[CH:50][C:51]([Cl:53])=[CH:52][C:47]=2[Cl:46])=[CH:59][CH:58]=1)=[O:30]. Given the reactants CN(C(ON1N=NC2C=CC=NC1=2)=[N+](C)C)C.F[P-](F)(F)(F)(F)F.[Br:25][C:26]1[CH:34]=[C:33]([F:35])[C:32]([F:36])=[CH:31][C:27]=1[C:28]([OH:30])=O.CCN(C(C)C)C(C)C.[Cl:46][C:47]1[CH:52]=[C:51]([Cl:53])[CH:50]=[CH:49][C:48]=1[C:54]1[CH:59]=[CH:58][C:57]([NH2:60])=[CH:56][CH:55]=1, predict the reaction product. (7) Given the reactants N.F[C:3](F)(F)[C:4]([NH:6][CH2:7][CH2:8][CH2:9][N:10](C)[CH2:11][CH2:12][CH2:13][NH:14][C:15]1[N:16]=[N+:17]([O-:27])[C:18]2[CH:25]=[C:24]([CH3:26])[CH:23]=[CH:22][C:19]=2[N+:20]=1[O-:21])=[O:5].N1([C:36]([C:38]2[C:51]3[C:42](=[N:43][C:44]4[C:49]([N:50]=3)=C(C)[CH:47]=[CH:46][CH:45]=4)[CH:41]=[CH:40][CH:39]=2)=O)C=CN=C1, predict the reaction product. The product is: [CH3:36][C:38]1[CH:39]=[CH:40][CH:41]=[C:42]2[C:51]=1[N:50]=[C:49]1[C:44]([CH:45]=[CH:46][CH:47]=[C:3]1[C:4]([NH:6][CH2:7][CH2:8][CH2:9][NH:10][CH2:11][CH2:12][CH2:13][NH:14][C:15]1[N:16]=[N+:17]([O-:27])[C:18]3[CH:25]=[C:24]([CH3:26])[CH:23]=[CH:22][C:19]=3[N+:20]=1[O-:21])=[O:5])=[N:43]2.